This data is from Full USPTO retrosynthesis dataset with 1.9M reactions from patents (1976-2016). The task is: Predict the reactants needed to synthesize the given product. (1) Given the product [C:3]([C@@H:4]1[CH2:8][CH2:7][CH2:6][N:5]1[C:9]([O:11][C:12]([CH3:15])([CH3:14])[CH3:13])=[O:10])#[CH:2], predict the reactants needed to synthesize it. The reactants are: Br[C:2](Br)=[CH:3][C@@H:4]1[CH2:8][CH2:7][CH2:6][N:5]1[C:9]([O:11][C:12]([CH3:15])([CH3:14])[CH3:13])=[O:10].C([Li])(CC)C.[Cl-].[NH4+]. (2) Given the product [NH2:17][C:14]1[CH:15]=[CH:16][C:11]([N:8]2[CH2:9][CH2:10][C:5]3([O:1][CH2:2][CH2:3][O:4]3)[CH2:6][CH2:7]2)=[C:12]([F:20])[CH:13]=1, predict the reactants needed to synthesize it. The reactants are: [O:1]1[C:5]2([CH2:10][CH2:9][N:8]([C:11]3[CH:16]=[CH:15][C:14]([N+:17]([O-])=O)=[CH:13][C:12]=3[F:20])[CH2:7][CH2:6]2)[O:4][CH2:3][CH2:2]1. (3) Given the product [F:30][C:31]([F:36])([F:35])[C:32]([OH:34])=[O:33].[CH:1]([C:3]1[N:7]2[CH:8]=[C:9]([N:22]3[CH:27]=[CH:26][CH:25]=[CH:24][C:23]3=[O:28])[CH:10]=[C:11]([OH:12])[C:6]2=[N:5][C:4]=1[CH3:29])=[CH2:2], predict the reactants needed to synthesize it. The reactants are: [CH:1]([C:3]1[N:7]2[CH:8]=[C:9]([N:22]3[CH:27]=[CH:26][CH:25]=[CH:24][C:23]3=[O:28])[CH:10]=[C:11]([O:12]CC3C=CC(OC)=CC=3)[C:6]2=[N:5][C:4]=1[CH3:29])=[CH2:2].[F:30][C:31]([F:36])([F:35])[C:32]([OH:34])=[O:33]. (4) Given the product [Br:11][C:12]1[CH:18]=[CH:17][C:15]([NH:16][C:2]2[CH:7]=[CH:6][CH:5]=[CH:4][C:3]=2[N+:8]([O-:10])=[O:9])=[CH:14][CH:13]=1, predict the reactants needed to synthesize it. The reactants are: F[C:2]1[CH:7]=[CH:6][CH:5]=[CH:4][C:3]=1[N+:8]([O-:10])=[O:9].[Br:11][C:12]1[CH:18]=[CH:17][C:15]([NH2:16])=[CH:14][CH:13]=1.C([O-])(C)(C)C.[K+]. (5) Given the product [NH2:17][C:14]1[CH:15]=[CH:16][C:11]([S:8]([NH:7][C:5]2[S:6][C:2]([CH3:1])=[N:3][N:4]=2)(=[O:10])=[O:9])=[CH:12][CH:13]=1, predict the reactants needed to synthesize it. The reactants are: [CH3:1][C:2]1[S:6][C:5]([NH:7][S:8]([C:11]2[CH:16]=[CH:15][C:14]([N+:17]([O-])=O)=[CH:13][CH:12]=2)(=[O:10])=[O:9])=[N:4][N:3]=1.O. (6) Given the product [Cl:1][C:2]1[CH:3]=[C:4]2[C:9](=[CH:10][CH:11]=1)[N:8]=[C:7]([CH3:12])[C:6]([CH3:13])=[C:5]2[N:14]1[C:22]2[CH:21]=[C:20]([C:23]3[CH:27]=[N:26][NH:25][CH:24]=3)[CH:19]=[C:18]([OH:28])[C:17]=2[CH:16]=[CH:15]1, predict the reactants needed to synthesize it. The reactants are: [Cl:1][C:2]1[CH:3]=[C:4]2[C:9](=[CH:10][CH:11]=1)[N:8]=[C:7]([CH3:12])[C:6]([CH3:13])=[C:5]2[N:14]1[C:22]2[C:17](=[C:18]([O:28]C)[CH:19]=[C:20]([C:23]3[CH:24]=[N:25][NH:26][CH:27]=3)[CH:21]=2)[CH:16]=[CH:15]1.B(Br)(Br)Br.[OH-].[Na+]. (7) Given the product [CH3:21][N:20]([CH3:22])[C:18]([N:15]1[CH2:16][CH2:17][N:12]([CH2:11][C:9]2[S:8][C:6]3[N:7]=[C:2]([C:33]4[CH:34]=[N:29][CH:30]=[N:31][CH:32]=4)[N:3]=[C:4]([N:23]4[CH2:28][CH2:27][O:26][CH2:25][CH2:24]4)[C:5]=3[CH:10]=2)[CH2:13][CH2:14]1)=[O:19], predict the reactants needed to synthesize it. The reactants are: Cl[C:2]1[N:3]=[C:4]([N:23]2[CH2:28][CH2:27][O:26][CH2:25][CH2:24]2)[C:5]2[CH:10]=[C:9]([CH2:11][N:12]3[CH2:17][CH2:16][N:15]([C:18]([N:20]([CH3:22])[CH3:21])=[O:19])[CH2:14][CH2:13]3)[S:8][C:6]=2[N:7]=1.[N:29]1[CH:34]=[C:33](B(O)O)[CH:32]=[N:31][CH:30]=1. (8) The reactants are: [C:1]([C:3]1[N:4]=[CH:5][N:6]([CH3:13])[C:7]=1[C:8](=[O:12])SCC)#[N:2].C([SiH](CC)CC)C. Given the product [CH:8]([C:7]1[N:6]([CH3:13])[CH:5]=[N:4][C:3]=1[C:1]#[N:2])=[O:12], predict the reactants needed to synthesize it. (9) Given the product [NH2:20][C:12]1[O:13][C@H:14]([C:16]([F:19])([F:18])[F:17])[CH2:15][C@:10]([C:3]2[C:2]([F:1])=[CH:7][C:6]([CH3:8])=[C:5]([C:32]#[C:31][C:24]3[C:23]([Cl:22])=[CH:30][C:27]([C:28]#[N:29])=[CH:26][N:25]=3)[CH:4]=2)([CH3:21])[N:11]=1, predict the reactants needed to synthesize it. The reactants are: [F:1][C:2]1[CH:7]=[C:6]([CH3:8])[C:5](I)=[CH:4][C:3]=1[C@:10]1([CH3:21])[CH2:15][C@@H:14]([C:16]([F:19])([F:18])[F:17])[O:13][C:12]([NH2:20])=[N:11]1.[Cl:22][C:23]1[C:24]([C:31]#[C:32][Si](C)(C)C)=[N:25][CH:26]=[C:27]([CH:30]=1)[C:28]#[N:29].